Task: Predict the product of the given reaction.. Dataset: Forward reaction prediction with 1.9M reactions from USPTO patents (1976-2016) The product is: [ClH:19].[ClH:19].[CH3:17][O:16][C:14]1[CH:15]=[C:10]([CH2:9][CH2:8][NH2:7])[CH:11]=[N:12][CH:13]=1. Given the reactants C(OC(=O)[NH:7][CH2:8][CH2:9][C:10]1[CH:11]=[N:12][CH:13]=[C:14]([O:16][CH3:17])[CH:15]=1)(C)(C)C.[ClH:19], predict the reaction product.